This data is from hERG Central: cardiac toxicity at 1µM, 10µM, and general inhibition. The task is: Predict hERG channel inhibition at various concentrations. (1) The compound is Cc1ccc(C)c(NC(=S)NCCN(C2CCCCC2)C2CCCC2)c1. Results: hERG_inhib (hERG inhibition (general)): blocker. (2) The compound is CCOC(=O)N1CCN(C(=O)c2sc3nc(-c4ccc(F)cc4)cn3c2C)CC1. Results: hERG_inhib (hERG inhibition (general)): blocker. (3) The drug is Cc1ccc(-n2ncc(C(=O)Nc3ccc(Cl)cc3)c2C2CCNCC2)cc1C.Cl. Results: hERG_inhib (hERG inhibition (general)): blocker. (4) The compound is O=C(CN1C(=O)/C(=C/c2ccc(C(F)(F)F)cc2)Sc2ccccc21)NCCCN1CCOCC1. Results: hERG_inhib (hERG inhibition (general)): blocker. (5) The drug is O=C(c1cc(-c2ccc(Cl)cc2Cl)on1)N1CCN(C(=O)c2ccco2)CC1. Results: hERG_inhib (hERG inhibition (general)): blocker. (6) The molecule is OC1(c2ccc3c(c2)OCO3)CCN(Cc2ccc(F)cc2)CC1. Results: hERG_inhib (hERG inhibition (general)): blocker. (7) The molecule is COCCn1c(Cc2ccccc2)nnc1SCc1ccc([N+](=O)[O-])cc1. Results: hERG_inhib (hERG inhibition (general)): blocker.